Dataset: Catalyst prediction with 721,799 reactions and 888 catalyst types from USPTO. Task: Predict which catalyst facilitates the given reaction. (1) Reactant: [F:1][C:2]1[CH:3]=[C:4]2[C:9]3=[C:10]([O:13][CH2:14][C:15]4([CH2:17][CH2:16]4)[N:8]3[CH:7]=[C:6]([C:18]([O:20]CC)=[O:19])[C:5]2=[O:23])[C:11]=1[F:12].C([O-])([O-])=O.[K+].[K+]. Product: [F:1][C:2]1[CH:3]=[C:4]2[C:9]3=[C:10]([O:13][CH2:14][C:15]4([CH2:17][CH2:16]4)[N:8]3[CH:7]=[C:6]([C:18]([OH:20])=[O:19])[C:5]2=[O:23])[C:11]=1[F:12]. The catalyst class is: 88. (2) Reactant: [F-].C([N+](CCCC)(CCCC)CCCC)CCC.[C:19]1([CH2:25][O:26][C:27]2[CH:28]=[C:29]([C:33]3[CH:41]=[C:40]4[C:36]([C:37]([NH:50][C:51](=[O:55])[CH2:52][CH2:53][CH3:54])=[N:38][N:39]4COCC[Si](C)(C)C)=[CH:35][CH:34]=3)[CH:30]=[CH:31][CH:32]=2)[CH:24]=[CH:23][CH:22]=[CH:21][CH:20]=1. Product: [C:19]1([CH2:25][O:26][C:27]2[CH:28]=[C:29]([C:33]3[CH:41]=[C:40]4[C:36]([C:37]([NH:50][C:51](=[O:55])[CH2:52][CH2:53][CH3:54])=[N:38][NH:39]4)=[CH:35][CH:34]=3)[CH:30]=[CH:31][CH:32]=2)[CH:24]=[CH:23][CH:22]=[CH:21][CH:20]=1. The catalyst class is: 54. (3) Reactant: [F:1][C:2]1[CH:3]=[C:4]([NH2:10])[CH:5]=[CH:6][C:7]=1[O:8][CH3:9].[C:11]([OH:19])(=[O:18])[C:12]([CH2:14][C:15](O)=[O:16])=[CH2:13]. Product: [F:1][C:2]1[CH:3]=[C:4]([N:10]2[C:15](=[O:16])[CH2:14][CH:12]([C:11]([OH:19])=[O:18])[CH2:13]2)[CH:5]=[CH:6][C:7]=1[O:8][CH3:9]. The catalyst class is: 5. (4) The catalyst class is: 9. Reactant: [I:1][C:2]1[CH:7]=[C:6]([N+:8]([O-:10])=[O:9])[CH:5]=[CH:4][C:3]=1[OH:11].Br[CH2:13][C:14]([O:16][C:17]([CH3:20])([CH3:19])[CH3:18])=[O:15].C(=O)([O-])[O-].[K+].[K+].O. Product: [I:1][C:2]1[CH:7]=[C:6]([N+:8]([O-:10])=[O:9])[CH:5]=[CH:4][C:3]=1[O:11][CH2:13][C:14]([O:16][C:17]([CH3:20])([CH3:19])[CH3:18])=[O:15]. (5) Reactant: [F:1][C:2]1[CH:3]=[C:4]([C:20](OC)=[O:21])[C:5]2[C:6]3[C:17](=O)[CH2:16][N:15]4[C@:11]([CH3:19])([CH2:12][CH2:13][CH2:14]4)[C:7]=3[NH:8][C:9]=2[CH:10]=1.C(O)(=O)C.O.[NH2:29][NH2:30].O. Product: [F:1][C:2]1[CH:3]=[C:4]2[C:20](=[O:21])[NH:30][N:29]=[C:17]3[CH2:16][N:15]4[CH2:14][CH2:13][CH2:12][C@:11]4([CH3:19])[C:7]4[NH:8][C:9]([CH:10]=1)=[C:5]2[C:6]=43. The catalyst class is: 5. (6) Reactant: Cl[C:2]1[N:7]=[C:6]([Cl:8])[N:5]=[CH:4][N:3]=1.CN(C=O)C.CCN(C(C)C)C(C)C.[NH2:23][C:24]1[CH:25]=[C:26]([CH2:30][C:31]([NH2:33])=[O:32])[CH:27]=[CH:28][CH:29]=1. Product: [Cl:8][C:6]1[N:5]=[CH:4][N:3]=[C:2]([NH:23][C:24]2[CH:25]=[C:26]([CH2:30][C:31]([NH2:33])=[O:32])[CH:27]=[CH:28][CH:29]=2)[N:7]=1. The catalyst class is: 161.